From a dataset of Full USPTO retrosynthesis dataset with 1.9M reactions from patents (1976-2016). Predict the reactants needed to synthesize the given product. (1) Given the product [F:15][C:16]1[CH:21]=[CH:20][C:19]([N:8]2[CH:9]=[C:4]([N+:1]([O-:3])=[O:2])[CH:5]=[C:6]([C:11]([O:13][CH3:14])=[O:12])[C:7]2=[O:10])=[CH:18][CH:17]=1, predict the reactants needed to synthesize it. The reactants are: [N+:1]([C:4]1[CH:5]=[C:6]([C:11]([O:13][CH3:14])=[O:12])[C:7](=[O:10])[NH:8][CH:9]=1)([O-:3])=[O:2].[F:15][C:16]1[CH:21]=[CH:20][C:19](B(O)O)=[CH:18][CH:17]=1. (2) Given the product [CH3:45][O:44][C:42](=[O:43])[CH2:41][C:40]([NH:27][C:22]1[CH:21]=[C:20]([C:19](=[O:28])[NH:18][C@H:9]([CH2:8][NH:7][C:6]([O:5][C:1]([CH3:4])([CH3:2])[CH3:3])=[O:29])[CH2:10][C:11]2[CH:16]=[CH:15][CH:14]=[C:13]([F:17])[CH:12]=2)[CH:25]=[CH:24][C:23]=1[Cl:26])=[O:46], predict the reactants needed to synthesize it. The reactants are: [C:1]([O:5][C:6](=[O:29])[NH:7][CH2:8][C@@H:9]([NH:18][C:19](=[O:28])[C:20]1[CH:25]=[CH:24][C:23]([Cl:26])=[C:22]([NH2:27])[CH:21]=1)[CH2:10][C:11]1[CH:16]=[CH:15][CH:14]=[C:13]([F:17])[CH:12]=1)([CH3:4])([CH3:3])[CH3:2].C(N(C(C)C)C(C)C)C.Cl[C:40](=[O:46])[CH2:41][C:42]([O:44][CH3:45])=[O:43].